Dataset: Forward reaction prediction with 1.9M reactions from USPTO patents (1976-2016). Task: Predict the product of the given reaction. (1) Given the reactants Br[C:2]1[N:3]([CH2:17][CH:18]2[CH2:23][CH2:22][N:21](C(OC(C)(C)C)=O)[CH2:20][CH2:19]2)[C:4]2[C:9]([N:10]=1)=[C:8]([NH2:11])[N:7]=[C:6]([O:12][CH2:13][CH2:14][CH2:15][CH3:16])[N:5]=2.[ClH:31].O1CCOCC1.C(=O)([O-])[O-].[K+].[K+].[CH2:44]([O:46][C:47]([C:49]1[O:50][C:51]([CH2:54]Br)=[CH:52][CH:53]=1)=[O:48])[CH3:45], predict the reaction product. The product is: [CH2:13]([O:12][C:6]1[N:5]=[C:4]2[C:9]([N:10]=[C:2]([Cl:31])[N:3]2[CH2:17][CH:18]2[CH2:19][CH2:20][N:21]([CH2:54][C:51]3[O:50][C:49]([C:47]([O:46][CH2:44][CH3:45])=[O:48])=[CH:53][CH:52]=3)[CH2:22][CH2:23]2)=[C:8]([NH2:11])[N:7]=1)[CH2:14][CH2:15][CH3:16]. (2) Given the reactants [NH2:1][C:2]1[CH:3]=[C:4]([CH:18]=[CH:19][C:20]=1[NH2:21])[C:5]([NH:7][C:8]1[CH:9]=[N:10][C:11]([C:14]([F:17])([F:16])[F:15])=[CH:12][CH:13]=1)=[O:6].C([O:26][C:27](=[O:40])[CH2:28][CH2:29][C:30]1[CH:35]=[C:34]([Cl:36])[C:33]([CH:37]=O)=[C:32]([Cl:39])[CH:31]=1)(C)(C)C, predict the reaction product. The product is: [Cl:36][C:34]1[CH:35]=[C:30]([CH2:29][CH2:28][C:27]([OH:40])=[O:26])[CH:31]=[C:32]([Cl:39])[C:33]=1[C:37]1[NH:1][C:2]2[CH:3]=[C:4]([C:5](=[O:6])[NH:7][C:8]3[CH:9]=[N:10][C:11]([C:14]([F:17])([F:15])[F:16])=[CH:12][CH:13]=3)[CH:18]=[CH:19][C:20]=2[N:21]=1. (3) Given the reactants [CH:1]([NH:4][C:5]1[C:10]2[C:11]([C:33]3[CH:38]=[C:37]([N:39]4[CH2:44][CH2:43][O:42][CH2:41][CH2:40]4)[CH:36]=[CH:35][N:34]=3)=[N:12][N:13](C(C3C=CC=CC=3)(C3C=CC=CC=3)C3C=CC=CC=3)[C:9]=2[CH:8]=[CH:7][N:6]=1)([CH3:3])[CH3:2].ClC1C=CN=C(C2C3C(NC(C)C)=NC=CC=3N(C(C3C=CC=CC=3)(C3C=CC=CC=3)C3C=CC=CC=3)N=2)C=1.N1CCOCC1.CC1(C)C2C(=C(P(C3C=CC=CC=3)C3C=CC=CC=3)C=CC=2)OC2C(P(C3C=CC=CC=3)C3C=CC=CC=3)=CC=CC1=2.C([O-])([O-])=O.[Cs+].[Cs+], predict the reaction product. The product is: [CH:1]([NH:4][C:5]1[C:10]2[C:11]([C:33]3[CH:38]=[C:37]([N:39]4[CH2:40][CH2:41][O:42][CH2:43][CH2:44]4)[CH:36]=[CH:35][N:34]=3)=[N:12][NH:13][C:9]=2[CH:8]=[CH:7][N:6]=1)([CH3:3])[CH3:2]. (4) Given the reactants [CH2:1]([C:5]1[CH:10]=[CH:9][C:8]([C:11]#[C:12][C:13]2[CH:41]=[CH:40][C:16]([CH2:17][N:18]([C:27]3[CH:39]=[CH:38][C:30]4[O:31]C(C)(C)[O:33][C:34](=[O:35])[C:29]=4[CH:28]=3)[C:19]([CH:21]3[CH2:26][CH2:25][CH2:24][CH2:23][CH2:22]3)=[O:20])=[CH:15][CH:14]=2)=[CH:7][CH:6]=1)[CH2:2][CH2:3][CH3:4].[OH-].[Na+], predict the reaction product. The product is: [CH2:1]([C:5]1[CH:6]=[CH:7][C:8]([C:11]#[C:12][C:13]2[CH:41]=[CH:40][C:16]([CH2:17][N:18]([C:19]([CH:21]3[CH2:26][CH2:25][CH2:24][CH2:23][CH2:22]3)=[O:20])[C:27]3[CH:39]=[CH:38][C:30]([OH:31])=[C:29]([CH:28]=3)[C:34]([OH:35])=[O:33])=[CH:15][CH:14]=2)=[CH:9][CH:10]=1)[CH2:2][CH2:3][CH3:4].